From a dataset of Full USPTO retrosynthesis dataset with 1.9M reactions from patents (1976-2016). Predict the reactants needed to synthesize the given product. (1) Given the product [CH3:30][C:11]1[C:10]([N:7]2[CH2:8][CH:5]([S:2]([CH3:1])(=[O:4])=[O:3])[CH2:6]2)=[N:19][C:18]2[C:13](=[CH:14][CH:15]=[CH:16][C:17]=2[C:20]2[NH:28][C:27]3[CH2:26][CH2:25][NH:24][C:23](=[O:29])[C:22]=3[CH:21]=2)[N:12]=1, predict the reactants needed to synthesize it. The reactants are: [CH3:1][S:2]([CH:5]1[CH2:8][NH:7][CH2:6]1)(=[O:4])=[O:3].F[C:10]1[C:11]([CH3:30])=[N:12][C:13]2[C:18]([N:19]=1)=[C:17]([C:20]1[NH:28][C:27]3[CH2:26][CH2:25][NH:24][C:23](=[O:29])[C:22]=3[CH:21]=1)[CH:16]=[CH:15][CH:14]=2.CCN(C(C)C)C(C)C. (2) Given the product [CH3:51][N:6]1[C:7]2[C:3](=[CH:2][CH:10]=[CH:9][C:8]=2[C:11]2[C:12]([C@@H:23]([NH:33][C:34](=[O:50])[CH2:35][N:36]3[C:40]4[C:41]([F:45])([F:46])[C@@H:42]5[CH2:44][C@@H:43]5[C:39]=4[C:38]([CH:47]([F:49])[F:48])=[N:37]3)[CH2:24][C:25]3[CH:26]=[C:27]([F:32])[CH:28]=[C:29]([F:31])[CH:30]=3)=[N:13][C:14]([C:17]#[C:18][C:19]([OH:22])([CH3:20])[CH3:21])=[CH:15][CH:16]=2)[C:4]([NH:52][S:53]([CH3:56])(=[O:54])=[O:55])=[N:5]1, predict the reactants needed to synthesize it. The reactants are: Cl[C:2]1[CH:10]=[CH:9][C:8]([C:11]2[C:12]([C@@H:23]([NH:33][C:34](=[O:50])[CH2:35][N:36]3[C:40]4[C:41]([F:46])([F:45])[C@@H:42]5[CH2:44][C@@H:43]5[C:39]=4[C:38]([CH:47]([F:49])[F:48])=[N:37]3)[CH2:24][C:25]3[CH:30]=[C:29]([F:31])[CH:28]=[C:27]([F:32])[CH:26]=3)=[N:13][C:14]([C:17]#[C:18][C:19]([OH:22])([CH3:21])[CH3:20])=[CH:15][CH:16]=2)=[C:7]2[C:3]=1[C:4]([NH:52][S:53]([CH3:56])(=[O:55])=[O:54])=[N:5][N:6]2[CH3:51].CN1C2C(=CC=CC=2B2OC(C)(C)C(C)(C)O2)C(NS(C)(=O)=O)=N1.BrC1C([C@@H](NC(=O)OC(C)(C)C)CC2C=C(F)C=C(F)C=2)=NC(C#CC(O)(C)C)=CC=1. (3) Given the product [CH3:1][O:2][C:3](=[O:41])[C:4]1[CH:9]=[C:8]([N:10]2[CH:14]=[C:13]([C:15]3[CH:20]=[CH:19][C:18]([Cl:21])=[CH:17][C:16]=3[Cl:22])[N:12]=[C:11]2[CH2:23][C:24]2[CH:25]=[CH:26][C:27]([C:30]3[CH:35]=[CH:34][C:33]([O:36][C:43]4[CH:48]=[CH:47][C:46]([N+:49]([O-:51])=[O:50])=[CH:45][CH:44]=4)=[CH:32][CH:31]=3)=[CH:28][CH:29]=2)[CH:7]=[CH:6][C:5]=1[C:37]([F:38])([F:39])[F:40], predict the reactants needed to synthesize it. The reactants are: [CH3:1][O:2][C:3](=[O:41])[C:4]1[CH:9]=[C:8]([N:10]2[CH:14]=[C:13]([C:15]3[CH:20]=[CH:19][C:18]([Cl:21])=[CH:17][C:16]=3[Cl:22])[N:12]=[C:11]2[CH2:23][C:24]2[CH:29]=[CH:28][C:27]([C:30]3[CH:35]=[CH:34][C:33]([OH:36])=[CH:32][CH:31]=3)=[CH:26][CH:25]=2)[CH:7]=[CH:6][C:5]=1[C:37]([F:40])([F:39])[F:38].F[C:43]1[CH:48]=[CH:47][C:46]([N+:49]([O-:51])=[O:50])=[CH:45][CH:44]=1. (4) Given the product [CH3:16][S:17][C:18]1[C:26]([O:1][CH:2]2[CH2:8][CH2:7][CH2:6][N:5]([C:9]([O:11][C:12]([CH3:15])([CH3:14])[CH3:13])=[O:10])[CH2:4][CH2:3]2)=[CH:25][CH:24]=[C:23]2[C:19]=1[CH:20]=[N:21][NH:22]2, predict the reactants needed to synthesize it. The reactants are: [OH:1][CH:2]1[CH2:8][CH2:7][CH2:6][N:5]([C:9]([O:11][C:12]([CH3:15])([CH3:14])[CH3:13])=[O:10])[CH2:4][CH2:3]1.[CH3:16][S:17][C:18]1[C:26](O)=[CH:25][CH:24]=[C:23]2[C:19]=1[CH:20]=[N:21][NH:22]2.C1(P(C2C=CC=CC=2)C2C=CC=CC=2)C=CC=CC=1.N(C(OC(C)C)=O)=NC(OC(C)C)=O. (5) Given the product [CH2:11]([CH:19]1[CH2:20][CH2:21][N:22]([C:2]2[N:3]=[CH:4][C:5]([NH2:8])=[CH:6][CH:7]=2)[CH2:23][CH2:24]1)[CH2:12][C:13]1[CH:18]=[CH:17][CH:16]=[CH:15][CH:14]=1, predict the reactants needed to synthesize it. The reactants are: Cl[C:2]1[CH:7]=[CH:6][C:5]([N+:8]([O-])=O)=[CH:4][N:3]=1.[CH2:11]([CH:19]1[CH2:24][CH2:23][NH:22][CH2:21][CH2:20]1)[CH2:12][C:13]1[CH:18]=[CH:17][CH:16]=[CH:15][CH:14]=1. (6) The reactants are: [N:1]12[CH2:8][CH2:7][CH:4]([CH2:5][CH2:6]1)[CH:3]([O:9][C:10](=[O:22])[NH:11][C:12]([C:15]1[CH:20]=[CH:19][CH:18]=[C:17](Br)[CH:16]=1)([CH3:14])[CH3:13])[CH2:2]2.[CH3:23][CH:24]([CH3:29])[CH2:25]B(O)O. Given the product [N:1]12[CH2:8][CH2:7][CH:4]([CH2:5][CH2:6]1)[CH:3]([O:9][C:10](=[O:22])[NH:11][C:12]([C:15]1[CH:20]=[CH:19][CH:18]=[C:17]([CH2:23][CH:24]([CH3:29])[CH3:25])[CH:16]=1)([CH3:14])[CH3:13])[CH2:2]2, predict the reactants needed to synthesize it. (7) The reactants are: [F:1][C:2]([F:7])([F:6])[C:3]([OH:5])=[O:4].FC(F)(F)C(O)=O.[Cl:15][C:16]1[CH:17]=[N:18][C:19]2[NH:20][C:21]3[CH:22]=[CH:23][CH:24]=[C:25]([CH:46]=3)[CH2:26][CH2:27][C:28]3[CH:36]=[C:32]([NH:33][C:34]=1[N:35]=2)[CH:31]=[CH:30][C:29]=3[NH:37][C:38]([CH:40]1[CH2:45][CH2:44][NH:43][CH2:42][CH2:41]1)=[O:39].[O:47]1[C:51]2[CH:52]=[CH:53][C:54]([C:56](Cl)=[O:57])=[CH:55][C:50]=2[O:49][CH2:48]1. Given the product [F:1][C:2]([F:7])([F:6])[C:3]([OH:5])=[O:4].[O:47]1[C:51]2[CH:52]=[CH:53][C:54]([C:56]([N:43]3[CH2:44][CH2:45][CH:40]([C:38]([NH:37][C:29]4[CH:30]=[CH:31][C:32]5[NH:33][C:34]6[N:35]=[C:19]([NH:20][C:21]7[CH:22]=[CH:23][CH:24]=[C:25]([CH:46]=7)[CH2:26][CH2:27][C:28]=4[CH:36]=5)[N:18]=[CH:17][C:16]=6[Cl:15])=[O:39])[CH2:41][CH2:42]3)=[O:57])=[CH:55][C:50]=2[O:49][CH2:48]1, predict the reactants needed to synthesize it. (8) Given the product [C:15]1([CH3:27])[CH:20]=[C:19]([CH3:21])[CH:18]=[C:17]([CH3:22])[C:16]=1[S:23]([O:1]/[N:2]=[C:3](/[O:5][CH2:6][CH3:7])\[CH3:4])(=[O:24])=[O:25], predict the reactants needed to synthesize it. The reactants are: [OH:1]/[N:2]=[C:3](/[O:5][CH2:6][CH3:7])\[CH3:4].C(N(CC)CC)C.[C:15]1([CH3:27])[CH:20]=[C:19]([CH3:21])[CH:18]=[C:17]([CH3:22])[C:16]=1[S:23](Cl)(=[O:25])=[O:24]. (9) Given the product [CH3:10][C:4]1[CH:5]=[CH:6][CH:7]=[C:8]([CH3:9])[C:3]=1[Si:14]([CH2:11][CH2:12][CH3:13])([O:17][CH3:18])[O:15][CH3:16], predict the reactants needed to synthesize it. The reactants are: [Mg].Br[C:3]1[C:8]([CH3:9])=[CH:7][CH:6]=[CH:5][C:4]=1[CH3:10].[CH2:11]([Si:14](OC)([O:17][CH3:18])[O:15][CH3:16])[CH2:12][CH3:13].Cl. (10) Given the product [CH2:2]([O:4][C:5](=[O:8])[CH2:6][NH:7][C:17](=[O:18])[CH2:16][Br:15])[CH3:3], predict the reactants needed to synthesize it. The reactants are: Cl.[CH2:2]([O:4][C:5](=[O:8])[CH2:6][NH2:7])[CH3:3].C([O-])([O-])=O.[K+].[K+].[Br:15][CH2:16][C:17](Br)=[O:18].O.